This data is from Forward reaction prediction with 1.9M reactions from USPTO patents (1976-2016). The task is: Predict the product of the given reaction. Given the reactants I[C:2]1[C:10]2[C:5](=[CH:6][CH:7]=[C:8]([NH:11][C:12](=[O:24])[CH:13]([N:19]3[CH2:23][CH2:22][CH2:21][CH2:20]3)[C:14]3[CH:18]=[CH:17][S:16][CH:15]=3)[CH:9]=2)[NH:4][N:3]=1.[O:25]1[CH2:28][CH:27]([N:29]2[CH2:32][CH:31]([O:33][C:34]3[CH:39]=[CH:38][C:37](B4OC(C)(C)C(C)(C)O4)=[CH:36][CH:35]=3)[CH2:30]2)[CH2:26]1.C([O-])([O-])=O.[Na+].[Na+], predict the reaction product. The product is: [O:25]1[CH2:26][CH:27]([N:29]2[CH2:32][CH:31]([O:33][C:34]3[CH:39]=[CH:38][C:37]([C:2]4[C:10]5[C:5](=[CH:6][CH:7]=[C:8]([NH:11][C:12](=[O:24])[CH:13]([N:19]6[CH2:23][CH2:22][CH2:21][CH2:20]6)[C:14]6[CH:18]=[CH:17][S:16][CH:15]=6)[CH:9]=5)[NH:4][N:3]=4)=[CH:36][CH:35]=3)[CH2:30]2)[CH2:28]1.